Dataset: Reaction yield outcomes from USPTO patents with 853,638 reactions. Task: Predict the reaction yield, written as a fraction of the theoretical maximum amount of product (1.0 means a 100% yield; for example, 0.34 means a 34% yield). (1) The reactants are C(OC(=O)[NH:7][CH2:8][C:9]1[C:14]([C:15]2[CH:20]=[CH:19][C:18]([Cl:21])=[CH:17][C:16]=2[Cl:22])=[CH:13][N:12]2[CH:23]=[CH:24][N:25]=[C:11]2[CH:10]=1)(C)(C)C. The catalyst is C(Cl)Cl.C(O)(C(F)(F)F)=O. The product is [Cl:22][C:16]1[CH:17]=[C:18]([Cl:21])[CH:19]=[CH:20][C:15]=1[C:14]1[C:9]([CH2:8][NH2:7])=[CH:10][C:11]2[N:12]([CH:23]=[CH:24][N:25]=2)[CH:13]=1. The yield is 0.520. (2) The reactants are [C:1]1([CH2:7][CH2:8][CH2:9][NH:10][C@H:11]2[CH2:16][CH2:15][C@H:14]([C:17]3[CH:22]=[CH:21][C:20]([OH:23])=[CH:19][CH:18]=3)[CH2:13][CH2:12]2)[CH:6]=[CH:5][CH:4]=[CH:3][CH:2]=1.[CH3:24][C:25]([CH3:27])=O.C1COCC1.C([BH3-])#N.[Na+]. The catalyst is C(O)(=O)C.CO. The product is [CH:25]([N:10]([C@H:11]1[CH2:12][CH2:13][C@H:14]([C:17]2[CH:18]=[CH:19][C:20]([OH:23])=[CH:21][CH:22]=2)[CH2:15][CH2:16]1)[CH2:9][CH2:8][CH2:7][C:1]1[CH:2]=[CH:3][CH:4]=[CH:5][CH:6]=1)([CH3:27])[CH3:24]. The yield is 0.480.